This data is from Forward reaction prediction with 1.9M reactions from USPTO patents (1976-2016). The task is: Predict the product of the given reaction. (1) Given the reactants FC(F)(F)C(O)=O.C(C1C2C(=CC=CC=2)N(C2N=C(C3CCNCC3)ON=2)N=1)C.[C:30]([O:34][C:35]([N:37]1[CH2:41][CH2:40][CH2:39][C@H:38]1[CH:42]=O)=[O:36])([CH3:33])([CH3:32])[CH3:31].Cl.[NH:45]1[CH2:48][CH:47]([C:49]2[O:53][N:52]=[C:51]([N:54]3[C:62]4[C:57](=[CH:58][CH:59]=[CH:60][CH:61]=4)[C:56]([CH2:63][CH3:64])=[N:55]3)[N:50]=2)[CH2:46]1.O=C1CCN(C(OC(C)(C)C)=O)CC1, predict the reaction product. The product is: [CH2:63]([C:56]1[C:57]2[C:62](=[CH:61][CH:60]=[CH:59][CH:58]=2)[N:54]([C:51]2[N:50]=[C:49]([CH:47]3[CH2:48][N:45]([CH:39]4[CH2:40][CH2:41][N:37]([C:35]([O:34][C:30]([CH3:31])([CH3:32])[CH3:33])=[O:36])[CH2:42][CH2:38]4)[CH2:46]3)[O:53][N:52]=2)[N:55]=1)[CH3:64]. (2) Given the reactants Br[C:2]1[C:10]2[C:6](=[N:7][O:8][N:9]=2)[CH:5]=[C:4]([N:11]2[CH2:16][CH2:15][O:14][CH2:13][CH2:12]2)[CH:3]=1.Cl.[N:18]1[CH:23]=[CH:22][CH:21]=[N:20][C:19]=1[NH:24][C@H:25]1[CH2:30][CH2:29][C@@H:28]([NH2:31])[CH2:27][CH2:26]1.C(=O)([O-])[O-].[Cs+].[Cs+], predict the reaction product. The product is: [O:14]1[CH2:15][CH2:16][N:11]([C:4]2[CH:3]=[C:2]([NH:31][C@H:28]3[CH2:27][CH2:26][C@@H:25]([NH:24][C:19]4[N:18]=[CH:23][CH:22]=[CH:21][N:20]=4)[CH2:30][CH2:29]3)[C:10]3[C:6]([CH:5]=2)=[N:7][O:8][N:9]=3)[CH2:12][CH2:13]1.